This data is from Full USPTO retrosynthesis dataset with 1.9M reactions from patents (1976-2016). The task is: Predict the reactants needed to synthesize the given product. (1) Given the product [NH:8]1[CH2:13][CH2:12][CH:11]([O:14][C:15]([C:17]2[CH:34]=[C:33]3[C:20]([S:21](=[O:37])(=[O:36])[NH:22][C:23]4[C:32]3=[CH:31][C:30]([Cl:35])=[C:29]3[C:24]=4[N:25]=[CH:26][CH:27]=[CH:28]3)=[CH:19][CH:18]=2)=[O:16])[CH2:10][CH2:9]1, predict the reactants needed to synthesize it. The reactants are: C(OC([N:8]1[CH2:13][CH2:12][CH:11]([O:14][C:15]([C:17]2[CH:34]=[C:33]3[C:20]([S:21](=[O:37])(=[O:36])[NH:22][C:23]4[C:32]3=[CH:31][C:30]([Cl:35])=[C:29]3[C:24]=4[N:25]=[CH:26][CH:27]=[CH:28]3)=[CH:19][CH:18]=2)=[O:16])[CH2:10][CH2:9]1)=O)(C)(C)C. (2) Given the product [CH2:7]([O:14][NH:15][C:1](=[O:4])[CH:2]=[CH2:3])[C:8]1[CH:13]=[CH:12][CH:11]=[CH:10][CH:9]=1, predict the reactants needed to synthesize it. The reactants are: [C:1](Cl)(=[O:4])[CH:2]=[CH2:3].Cl.[CH2:7]([O:14][NH2:15])[C:8]1[CH:13]=[CH:12][CH:11]=[CH:10][CH:9]=1.C(N(CC)C(C)C)(C)C. (3) Given the product [Br:17][C:15]1[CH:14]=[C:13]([C:18]([CH3:21])([CH3:20])[CH3:19])[C:12]([O:22][CH3:23])=[C:11](/[CH:10]=[CH:9]/[C:7]2[CH:6]=[CH:5][C:4]([NH:24][S:25]([CH3:28])(=[O:27])=[O:26])=[C:3]([CH:8]=2)[CH2:2][NH:1][C:35](=[O:37])[CH3:36])[CH:16]=1, predict the reactants needed to synthesize it. The reactants are: [NH2:1][CH2:2][C:3]1[CH:8]=[C:7](/[CH:9]=[CH:10]/[C:11]2[CH:16]=[C:15]([Br:17])[CH:14]=[C:13]([C:18]([CH3:21])([CH3:20])[CH3:19])[C:12]=2[O:22][CH3:23])[CH:6]=[CH:5][C:4]=1[NH:24][S:25]([CH3:28])(=[O:27])=[O:26].N1C=CC=CC=1.[C:35](OC(=O)C)(=[O:37])[CH3:36]. (4) Given the product [CH2:32]([O:33][C:34](=[O:35])[NH:5][C:4]1[CH:6]=[CH:7][C:8]([N:9]2[CH:13]=[CH:12][C:11]([C:14]3[CH:19]=[CH:18][CH:17]=[CH:16][N:15]=3)=[N:10]2)=[C:2]([F:1])[CH:3]=1)[C:29]1[CH:30]=[CH:31][CH:26]=[CH:27][CH:28]=1, predict the reactants needed to synthesize it. The reactants are: [F:1][C:2]1[CH:3]=[C:4]([CH:6]=[CH:7][C:8]=1[N:9]1[CH:13]=[CH:12][C:11]([C:14]2[CH:19]=[CH:18][CH:17]=[CH:16][N:15]=2)=[N:10]1)[NH2:5].C(=O)([O-])[O-].[K+].[K+].[CH:26]1[CH:31]=[CH:30][C:29]([CH2:32][O:33][C:34](Cl)=[O:35])=[CH:28][CH:27]=1.O. (5) Given the product [CH3:1][O:2][C:3](=[O:22])[C:4]1[CH:9]=[CH:8][CH:7]=[C:6]([S:10][C:11]2[C:19]3[C:14](=[CH:15][C:16]([Cl:20])=[CH:17][CH:18]=3)[N:13]([CH2:25][C:26]3[CH:31]=[CH:30][CH:29]=[CH:28][N:27]=3)[C:12]=2[CH3:21])[CH:5]=1, predict the reactants needed to synthesize it. The reactants are: [CH3:1][O:2][C:3](=[O:22])[C:4]1[CH:9]=[CH:8][CH:7]=[C:6]([S:10][C:11]2[C:19]3[C:14](=[CH:15][C:16]([Cl:20])=[CH:17][CH:18]=3)[NH:13][C:12]=2[CH3:21])[CH:5]=1.Br.Br[CH2:25][C:26]1[CH:31]=[CH:30][CH:29]=[CH:28][N:27]=1.CC1NC2C(C=1SC1C=C(CC(O)=O)C=CC=1)=CC=CC=2.C(=O)([O-])[O-].[Cs+].[Cs+]. (6) Given the product [Cl:41][C:37]1[CH:36]=[C:35]([C@H:33]([OH:34])[CH2:32][NH:31][C:2]2[CH:7]=[CH:6][NH:5][C:4](=[O:8])[C:3]=2[C:10]2[NH:11][C:12]([CH2:16][N:17]3[CH2:22][CH2:21][O:20][CH2:19][CH2:18]3)=[C:13]([CH3:15])[N:14]=2)[CH:40]=[CH:39][CH:38]=1, predict the reactants needed to synthesize it. The reactants are: I[C:2]1[CH:7]=[CH:6][N:5]=[C:4]([O:8]C)[C:3]=1[C:10]1[NH:11][C:12]([CH2:16][N:17]2[CH2:22][CH2:21][O:20][CH2:19][CH2:18]2)=[C:13]([CH3:15])[N:14]=1.Cl.C(N(CC)CC)C.[NH2:31][CH2:32][C@H:33]([C:35]1[CH:40]=[CH:39][CH:38]=[C:37]([Cl:41])[CH:36]=1)[OH:34].